This data is from Full USPTO retrosynthesis dataset with 1.9M reactions from patents (1976-2016). The task is: Predict the reactants needed to synthesize the given product. Given the product [Br:1][C:2]1[C:7]([OH:8])=[CH:6][CH:5]=[CH:4][C:3]=1[C:10](=[O:12])[CH3:11], predict the reactants needed to synthesize it. The reactants are: [Br:1][C:2]1[C:7]([O:8]C)=[CH:6][CH:5]=[CH:4][C:3]=1[C:10](=[O:12])[CH3:11].BrP(Br)Br.CO.